Task: Regression. Given a peptide amino acid sequence and an MHC pseudo amino acid sequence, predict their binding affinity value. This is MHC class I binding data.. Dataset: Peptide-MHC class I binding affinity with 185,985 pairs from IEDB/IMGT (1) The peptide sequence is RLKFSLSYK. The MHC is HLA-A11:01 with pseudo-sequence HLA-A11:01. The binding affinity (normalized) is 0.622. (2) The peptide sequence is KEGVSVTVT. The MHC is HLA-B44:02 with pseudo-sequence HLA-B44:02. The binding affinity (normalized) is 0.0546. (3) The MHC is HLA-A29:02 with pseudo-sequence HLA-A29:02. The peptide sequence is VFRTSTPRVV. The binding affinity (normalized) is 0. (4) The peptide sequence is RRAARAEYL. The MHC is HLA-B27:05 with pseudo-sequence HLA-B27:05. The binding affinity (normalized) is 0.668. (5) The peptide sequence is AQLNAWGCAF. The MHC is Mamu-B8301 with pseudo-sequence Mamu-B8301. The binding affinity (normalized) is 0.161. (6) The peptide sequence is HLHSYYTDLI. The MHC is Mamu-B17 with pseudo-sequence Mamu-B17. The binding affinity (normalized) is 0.419. (7) The peptide sequence is HWTTQDCNCSI. The MHC is Patr-A0901 with pseudo-sequence Patr-A0901. The binding affinity (normalized) is 0.593. (8) The peptide sequence is ISEDMHTDK. The MHC is HLA-A02:01 with pseudo-sequence HLA-A02:01. The binding affinity (normalized) is 0.0847. (9) The peptide sequence is ARLSSPIVL. The MHC is HLA-A26:01 with pseudo-sequence HLA-A26:01. The binding affinity (normalized) is 0.0847.